Predict the reactants needed to synthesize the given product. From a dataset of Full USPTO retrosynthesis dataset with 1.9M reactions from patents (1976-2016). Given the product [CH2:36]([O:35][P:34]1(=[O:50])[CH:33]=[C:32]([C:26]2[CH:27]=[CH:28][CH:29]=[CH:30][CH:31]=2)[CH:40]=[C:39]([CH2:41][CH2:42][CH2:43][C:44]2[CH:45]=[CH:46][CH:47]=[CH:48][CH:49]=2)[O:38]1)[CH3:37], predict the reactants needed to synthesize it. The reactants are: CC(P(C(C)(C)C)C1C(C2C=CC=CC=2)=CC=CC=1)(C)C.ClC(Cl)C.[C:26]1([C:32]#[C:33][P:34](=[O:50])([O:38][C:39]([CH2:41][CH2:42][CH2:43][C:44]2[CH:49]=[CH:48][CH:47]=[CH:46][CH:45]=2)=[CH2:40])[O:35][CH2:36][CH3:37])[CH:31]=[CH:30][CH:29]=[CH:28][CH:27]=1.